This data is from Forward reaction prediction with 1.9M reactions from USPTO patents (1976-2016). The task is: Predict the product of the given reaction. (1) The product is: [CH3:1][CH:2]([NH2:11])[CH2:3][CH2:4][C:5]1[CH:10]=[CH:9][CH:8]=[CH:7][CH:6]=1.[C:14]([NH2:11])([C:13]([F:24])([F:23])[F:12])=[O:15]. Given the reactants [CH3:1][CH:2]([NH2:11])[CH2:3][CH2:4][C:5]1[CH:10]=[CH:9][CH:8]=[CH:7][CH:6]=1.[F:12][C:13]([F:24])([F:23])[C:14](O[C:14](=[O:15])[C:13]([F:24])([F:23])[F:12])=[O:15], predict the reaction product. (2) The product is: [OH:16][CH2:15][CH2:14][CH2:13][C:8]12[CH2:9][CH2:10][C:5]([C:3]([O:2][CH3:1])=[O:4])([CH2:12][CH2:11]1)[CH2:6][CH2:7]2. Given the reactants [CH3:1][O:2][C:3]([C:5]12[CH2:12][CH2:11][C:8]([CH2:13][CH2:14][C:15](O)=[O:16])([CH2:9][CH2:10]1)[CH2:7][CH2:6]2)=[O:4].B.Cl, predict the reaction product.